Regression/Classification. Given a drug SMILES string, predict its absorption, distribution, metabolism, or excretion properties. Task type varies by dataset: regression for continuous measurements (e.g., permeability, clearance, half-life) or binary classification for categorical outcomes (e.g., BBB penetration, CYP inhibition). Dataset: cyp1a2_veith. From a dataset of CYP1A2 inhibition data for predicting drug metabolism from PubChem BioAssay. (1) The compound is NC(=S)Nc1ccc(Oc2ccc(NC(N)=S)cc2)cc1. The result is 0 (non-inhibitor). (2) The compound is COc1ccc(N2C(=O)NC(NC(=O)c3ccncc3)(C(F)(F)F)C2=O)cc1. The result is 0 (non-inhibitor). (3) The result is 0 (non-inhibitor). The drug is O=C(NOC(=O)c1cc(Br)ccc1Cl)c1cccs1. (4) The drug is CCOC(=O)c1nc2sc(C)c(C)c2c(=O)[nH]1. The result is 1 (inhibitor). (5) The molecule is N#C/C(=C\c1cc(Cl)cc(Cl)c1O)C(=O)NC1CCCCC1. The result is 1 (inhibitor).